Dataset: Forward reaction prediction with 1.9M reactions from USPTO patents (1976-2016). Task: Predict the product of the given reaction. The product is: [F:1][C:2]([F:13])([F:12])[CH:3]([C:5]1[CH:10]=[CH:9][CH:8]=[CH:7][C:6]=1[N:18]1[CH:19]=[CH:20][C:16]([C:15]([F:22])([F:21])[F:14])=[N:17]1)[OH:4]. Given the reactants [F:1][C:2]([F:13])([F:12])[CH:3]([C:5]1[CH:10]=[CH:9][CH:8]=[CH:7][C:6]=1I)[OH:4].[F:14][C:15]([F:22])([F:21])[C:16]1[CH:20]=[CH:19][NH:18][N:17]=1.C([O-])([O-])=O.[K+].[K+].CN[C@@H]1CCCC[C@H]1NC, predict the reaction product.